Dataset: Retrosynthesis with 50K atom-mapped reactions and 10 reaction types from USPTO. Task: Predict the reactants needed to synthesize the given product. (1) Given the product FC(F)(F)c1ccc(COc2ncncc2C2OCCO2)cc1, predict the reactants needed to synthesize it. The reactants are: FC(F)(F)c1ccc(COc2ncnc(Cl)c2C2OCCO2)cc1. (2) The reactants are: NC(=O)c1cc(Br)cc2cc[nH]c12.O=C(O)c1cccc(B(O)O)c1. Given the product NC(=O)c1cc(-c2cccc(C(=O)O)c2)cc2cc[nH]c12, predict the reactants needed to synthesize it. (3) Given the product O=C1CC(c2ccccc2)C(=O)N1c1cc(Cc2n[nH]c(=O)c3ccccc23)ccc1F, predict the reactants needed to synthesize it. The reactants are: O=C(CC(C(=O)O)c1ccccc1)Nc1cc(Cc2n[nH]c(=O)c3ccccc23)ccc1F.